Predict the reaction yield, written as a fraction of the theoretical maximum amount of product (1.0 means a 100% yield; for example, 0.34 means a 34% yield). From a dataset of Reaction yield outcomes from USPTO patents with 853,638 reactions. The reactants are Br[C:2]1[C:3]([CH3:16])=[N:4][N:5]([C:7]2[CH:12]=[CH:11][N:10]=[C:9]3[NH:13][CH:14]=[CH:15][C:8]=23)[CH:6]=1.[C:17]([C:19]1[CH:20]=[C:21](B(O)O)[CH:22]=[CH:23][CH:24]=1)#[N:18].C(=O)([O-])[O-].[Na+].[Na+].COCCOC.O. The catalyst is C1C=CC([P]([Pd]([P](C2C=CC=CC=2)(C2C=CC=CC=2)C2C=CC=CC=2)([P](C2C=CC=CC=2)(C2C=CC=CC=2)C2C=CC=CC=2)[P](C2C=CC=CC=2)(C2C=CC=CC=2)C2C=CC=CC=2)(C2C=CC=CC=2)C2C=CC=CC=2)=CC=1. The product is [CH3:16][C:3]1[C:2]([C:23]2[CH:24]=[C:19]([CH:20]=[CH:21][CH:22]=2)[C:17]#[N:18])=[CH:6][N:5]([C:7]2[CH:12]=[CH:11][N:10]=[C:9]3[NH:13][CH:14]=[CH:15][C:8]=23)[N:4]=1. The yield is 0.440.